From a dataset of Reaction yield outcomes from USPTO patents with 853,638 reactions. Predict the reaction yield, written as a fraction of the theoretical maximum amount of product (1.0 means a 100% yield; for example, 0.34 means a 34% yield). (1) The reactants are [NH:1]1[CH2:6][CH2:5][CH2:4][CH2:3][CH2:2]1.Cl[C:8]1[C:9]([O:18][C:19]([F:22])([F:21])[F:20])=[CH:10][C:11]([N+:15]([O-:17])=[O:16])=[C:12]([NH2:14])[CH:13]=1. The catalyst is O. The product is [N+:15]([C:11]1[CH:10]=[C:9]([O:18][C:19]([F:20])([F:21])[F:22])[C:8]([N:1]2[CH2:6][CH2:5][CH2:4][CH2:3][CH2:2]2)=[CH:13][C:12]=1[NH2:14])([O-:17])=[O:16]. The yield is 0.999. (2) The reactants are FC(F)(F)C(O)=O.C(OC(=O)[NH:14][C:15]1[O:19][N:18]=[C:17]([C:20]([CH3:28])([CH3:27])[CH2:21][N:22]([C:24](=[O:26])[CH3:25])[CH3:23])[CH:16]=1)(C)(C)C. The catalyst is C(Cl)Cl. The product is [NH2:14][C:15]1[O:19][N:18]=[C:17]([C:20]([CH3:28])([CH3:27])[CH2:21][N:22]([CH3:23])[C:24](=[O:26])[CH3:25])[CH:16]=1. The yield is 0.470. (3) The reactants are C[Si](Cl)(C)C.[CH3:6][C:7]([CH3:13])=[CH:8][C:9]([O:11]C)=[O:10].[CH2:14]([Mg]Br)[CH2:15][CH2:16][CH2:17][CH2:18][CH2:19][CH2:20][CH2:21][CH3:22].[OH-].[K+]. The catalyst is C1COCC1.O.[Cu]I. The product is [CH3:6][C:7]([CH3:13])([CH2:14][CH2:15][CH2:16][CH2:17][CH2:18][CH2:19][CH2:20][CH2:21][CH3:22])[CH2:8][C:9]([OH:11])=[O:10]. The yield is 0.760. (4) The reactants are Cl[C:2]1[N:7]=[C:6]([C:8]2[S:12][C:11]([CH:13]([CH3:15])[CH3:14])=[N:10][C:9]=2[C:16]2[CH:17]=[C:18]([NH:22][S:23]([C:26]3[C:31]([F:32])=[CH:30][CH:29]=[CH:28][C:27]=3[F:33])(=[O:25])=[O:24])[CH:19]=[CH:20][CH:21]=2)[CH:5]=[CH:4][N:3]=1.[NH2:34][CH2:35][CH2:36][S:37]([CH3:40])(=[O:39])=[O:38]. The catalyst is Cl. The product is [F:33][C:27]1[CH:28]=[CH:29][CH:30]=[C:31]([F:32])[C:26]=1[S:23]([NH:22][C:18]1[CH:19]=[CH:20][CH:21]=[C:16]([C:9]2[N:10]=[C:11]([CH:13]([CH3:15])[CH3:14])[S:12][C:8]=2[C:6]2[CH:5]=[CH:4][N:3]=[C:2]([NH:34][CH2:35][CH2:36][S:37]([CH3:40])(=[O:39])=[O:38])[N:7]=2)[CH:17]=1)(=[O:25])=[O:24]. The yield is 0.400. (5) The reactants are [Br:1][C:2]1[CH:7]=[CH:6][C:5]([C:8]2(C(O)=O)[CH2:10][CH2:9]2)=[CH:4][CH:3]=1.C1(P(N=[N+]=[N-])(C2C=CC=CC=2)=[O:21])C=CC=CC=1.C([N:33]([CH2:36]C)CC)C.[C:38]([OH:42])([CH3:41])([CH3:40])[CH3:39]. No catalyst specified. The product is [Br:1][C:2]1[CH:3]=[CH:4][C:5]([C:8]2([NH:33][C:36](=[O:21])[O:42][C:38]([CH3:41])([CH3:40])[CH3:39])[CH2:9][CH2:10]2)=[CH:6][CH:7]=1. The yield is 0.670. (6) The reactants are [Cl:1][C:2]1[CH:3]=[C:4]([NH:16][C:17]2[C:26]3[C:21](=[CH:22][C:23]([O:39][CH2:40][CH3:41])=[C:24]([NH:27][C:28](=[O:38])[CH2:29]P(OCC)(OCC)=O)[CH:25]=3)[N:20]=[CH:19][C:18]=2[C:42]#[N:43])[CH:5]=[CH:6][C:7]=1[O:8][CH2:9][C:10]1[CH:15]=[CH:14][CH:13]=[CH:12][N:11]=1.C[Si]([N-][Si](C)(C)C)(C)C.[Li+].C1(C)C=CC=CC=1.[CH3:61][N:62]1[CH2:66][CH2:65][CH2:64][C@H:63]1[CH:67]=O. The catalyst is O1CCCC1.CO.O. The product is [Cl:1][C:2]1[CH:3]=[C:4]([NH:16][C:17]2[C:26]3[C:21](=[CH:22][C:23]([O:39][CH2:40][CH3:41])=[C:24]([NH:27][C:28](=[O:38])/[CH:29]=[CH:67]/[C@@H:63]4[CH2:64][CH2:65][CH2:66][N:62]4[CH3:61])[CH:25]=3)[N:20]=[CH:19][C:18]=2[C:42]#[N:43])[CH:5]=[CH:6][C:7]=1[O:8][CH2:9][C:10]1[CH:15]=[CH:14][CH:13]=[CH:12][N:11]=1. The yield is 0.535.